From a dataset of Forward reaction prediction with 1.9M reactions from USPTO patents (1976-2016). Predict the product of the given reaction. Given the reactants [Cl:1][C:2]1[CH:3]=[C:4]([NH:17][C:18]2[C:27]3[C:22](=[CH:23][CH:24]=[C:25]([C:28]4[O:29][C:30]([CH:33]=O)=[CH:31][CH:32]=4)[CH:26]=3)[N:21]=[CH:20][N:19]=2)[CH:5]=[CH:6][C:7]=1[O:8][CH2:9][C:10]1[CH:15]=[CH:14][CH:13]=[C:12]([F:16])[CH:11]=1.[CH2:35]([NH2:37])[CH3:36].C(O[BH-](OC(=O)C)OC(=O)C)(=O)C.[Na+].C(=O)([O-])[O-].[Na+].[Na+], predict the reaction product. The product is: [Cl:1][C:2]1[CH:3]=[C:4]([NH:17][C:18]2[C:27]3[C:22](=[CH:23][CH:24]=[C:25]([C:28]4[O:29][C:30]([CH2:33][NH:37][CH2:35][CH3:36])=[CH:31][CH:32]=4)[CH:26]=3)[N:21]=[CH:20][N:19]=2)[CH:5]=[CH:6][C:7]=1[O:8][CH2:9][C:10]1[CH:15]=[CH:14][CH:13]=[C:12]([F:16])[CH:11]=1.